Dataset: Full USPTO retrosynthesis dataset with 1.9M reactions from patents (1976-2016). Task: Predict the reactants needed to synthesize the given product. (1) Given the product [C:1]([C:3]1[CH:9]=[CH:8][C:6]([NH:7][C:17](=[O:19])[CH3:18])=[CH:5][CH:4]=1)#[CH:2], predict the reactants needed to synthesize it. The reactants are: [C:1]([C:3]1[CH:9]=[CH:8][C:6]([NH2:7])=[CH:5][CH:4]=1)#[CH:2].C(N(CC)CC)C.[C:17](Cl)(=[O:19])[CH3:18]. (2) The reactants are: [Cl:1][C:2]1[CH:3]=[C:4]([C@@H:8]([C@@H:17]2[CH2:22][CH2:21][CH2:20][NH:19][CH2:18]2)[O:9][CH2:10][CH2:11][NH:12][C:13](=[O:16])[O:14][CH3:15])[CH:5]=[CH:6][CH:7]=1.CCN(C(C)C)C(C)C.[CH2:32]([NH:36][C:37](=[O:69])[CH2:38][C@H:39]([O:61][Si](C(C)(C)C)(C)C)[C@@H:40]([NH:48][C:49](=O)[O:50]C1C=CC([N+]([O-])=O)=CC=1)[CH2:41][CH:42]1[CH2:47][CH2:46][CH2:45][CH2:44][CH2:43]1)[CH2:33][CH2:34][CH3:35]. Given the product [CH2:32]([NH:36][C:37](=[O:69])[CH2:38][C@H:39]([OH:61])[C@@H:40]([NH:48][C:49]([N:19]1[CH2:20][CH2:21][CH2:22][C@@H:17]([C@H:8]([C:4]2[CH:5]=[CH:6][CH:7]=[C:2]([Cl:1])[CH:3]=2)[O:9][CH2:10][CH2:11][NH:12][C:13](=[O:16])[O:14][CH3:15])[CH2:18]1)=[O:50])[CH2:41][CH:42]1[CH2:47][CH2:46][CH2:45][CH2:44][CH2:43]1)[CH2:33][CH2:34][CH3:35], predict the reactants needed to synthesize it. (3) Given the product [CH3:22][O:21][C:9]1[CH:8]=[C:7]([N:6]2[C:4](=[O:5])[C:3]3[C:2](=[CH:26][C:25]([O:27][C:28]4[CH:29]=[CH:30][CH:31]=[CH:32][CH:33]=4)=[CH:24][CH:23]=3)[NH:1][C:34]2=[O:35])[CH:12]=[CH:11][C:10]=1[O:13][CH2:14][CH2:15][N:16]1[CH2:17][CH2:18][CH2:19][CH2:20]1, predict the reactants needed to synthesize it. The reactants are: [NH2:1][C:2]1[CH:26]=[C:25]([O:27][C:28]2[CH:33]=[CH:32][CH:31]=[CH:30][CH:29]=2)[CH:24]=[CH:23][C:3]=1[C:4]([NH:6][C:7]1[CH:12]=[CH:11][C:10]([O:13][CH2:14][CH2:15][N:16]2[CH2:20][CH2:19][CH2:18][CH2:17]2)=[C:9]([O:21][CH3:22])[CH:8]=1)=[O:5].[C:34](C1NC=CN=1)(C1NC=CN=1)=[O:35].C1CCN2C(=NCCC2)CC1. (4) Given the product [C:44]([CH2:43][CH2:42][C:28]1[C:27]([CH2:26][CH2:25][CH2:24][CH2:23][CH2:22][CH2:21][O:20][C:18]2[CH:17]=[C:13]([C:14](=[O:15])[NH:52][CH:49]([CH3:51])[CH3:50])[CH:12]=[C:11]([C:9]3[CH:8]=[CH:7][C:6]4[O:1][CH2:2][CH2:3][O:4][C:5]=4[CH:10]=3)[CH:19]=2)=[CH:32][CH:31]=[CH:30][C:29]=1[O:33][CH2:34][CH2:35][CH2:36][C:37]([OH:39])=[O:38])([OH:46])=[O:45], predict the reactants needed to synthesize it. The reactants are: [O:1]1[C:6]2[CH:7]=[CH:8][C:9]([C:11]3[CH:12]=[C:13]([CH:17]=[C:18]([O:20][CH2:21][CH2:22][CH2:23][CH2:24][CH2:25][CH2:26][C:27]4[CH:32]=[CH:31][CH:30]=[C:29]([O:33][CH2:34][CH2:35][CH2:36][C:37]([O:39]CC)=[O:38])[C:28]=4[CH2:42][CH2:43][C:44]([O:46]CC)=[O:45])[CH:19]=3)[C:14](O)=[O:15])=[CH:10][C:5]=2[O:4][CH2:3][CH2:2]1.[CH:49]([NH2:52])([CH3:51])[CH3:50]. (5) Given the product [CH3:1][O:2][C:3](=[O:16])[C:4]1[CH:9]=[C:8]([S:10](=[O:14])(=[O:13])[NH:11][CH3:12])[CH:7]=[CH:6][C:5]=1[O:15][CH2:29][C:30]([F:33])([F:32])[F:31], predict the reactants needed to synthesize it. The reactants are: [CH3:1][O:2][C:3](=[O:16])[C:4]1[CH:9]=[C:8]([S:10](=[O:14])(=[O:13])[NH:11][CH3:12])[CH:7]=[CH:6][C:5]=1[OH:15].C(=O)([O-])[O-].[K+].[K+].FC(F)(F)S(O[CH2:29][C:30]([F:33])([F:32])[F:31])(=O)=O. (6) Given the product [C:20]([NH:24][C:1]([CH2:4][CH2:5][C:6]1[C:14]2[B:13]([OH:15])[O:12][CH2:11][C:10]=2[CH:9]=[CH:8][CH:7]=1)=[O:3])([CH3:23])([CH3:22])[CH3:21], predict the reactants needed to synthesize it. The reactants are: [C:1]([CH2:4][CH2:5][C:6]1[C:14]2[B:13]([OH:15])[O:12][CH2:11][C:10]=2[CH:9]=[CH:8][CH:7]=1)([OH:3])=O.O=S(Cl)Cl.[C:20]([NH2:24])([CH3:23])([CH3:22])[CH3:21].